Dataset: Forward reaction prediction with 1.9M reactions from USPTO patents (1976-2016). Task: Predict the product of the given reaction. (1) Given the reactants [Br:1][C:2]1[NH:6][C:5]([C:7]([O:9][CH2:10][CH3:11])=[O:8])=[CH:4][CH:3]=1.[C:12](O[C:12]([O:14][C:15]([CH3:18])([CH3:17])[CH3:16])=[O:13])([O:14][C:15]([CH3:18])([CH3:17])[CH3:16])=[O:13].C(N(CC)CC)C.O, predict the reaction product. The product is: [Br:1][C:2]1[N:6]([C:12]([O:14][C:15]([CH3:18])([CH3:17])[CH3:16])=[O:13])[C:5]([C:7]([O:9][CH2:10][CH3:11])=[O:8])=[CH:4][CH:3]=1. (2) Given the reactants Cl[C:2]1[CH:7]=[CH:6][N:5]=[C:4]([NH2:8])[CH:3]=1.[CH3:9][C@@H:10]1[N:15]([CH3:16])[CH2:14][CH2:13][N:12]([CH2:17][CH2:18][OH:19])[CH2:11]1.[OH-].[K+], predict the reaction product. The product is: [CH3:9][C@@H:10]1[N:15]([CH3:16])[CH2:14][CH2:13][N:12]([CH2:17][CH2:18][O:19][C:2]2[CH:7]=[CH:6][N:5]=[C:4]([NH2:8])[CH:3]=2)[CH2:11]1. (3) The product is: [NH2:1][C@H:2]([C:15]([NH:17][C@H:18]([C:26]([NH2:28])=[O:27])[CH2:19][CH2:20][CH2:21][NH:22][C:23](=[NH:24])[NH2:25])=[O:16])[CH2:3][C:4]1[CH:5]=[CH:6][C:7]([O:10][C:11]([CH3:12])([CH3:13])[CH3:14])=[CH:8][CH:9]=1. Given the reactants [NH:1](C(OC(C)(C)C)=O)[C@H:2]([C:15]([NH:17][C@H:18]([C:26]([NH2:28])=[O:27])[CH2:19][CH2:20][CH2:21][NH:22][C:23](=[NH:25])[NH2:24])=[O:16])[CH2:3][C:4]1[CH:9]=[CH:8][C:7]([O:10][C:11]([CH3:14])([CH3:13])[CH3:12])=[CH:6][CH:5]=1.C(O)(C(F)(F)F)=O, predict the reaction product. (4) Given the reactants Br[C:2]1[C:14]([NH2:15])=[C:13](Br)[C:5]2[O:6][C:7]3[CH:12]=[CH:11][CH:10]=[CH:9][C:8]=3[C:4]=2[CH:3]=1.[CH:17](=O)[C:18]1[CH:23]=CC=C[CH:19]=1.P([O-])([O-])([O-])=O.[K+].[K+].[K+].C1(P(C2CCCCC2)[C:40]2C=CC=[CH:42][C:41]=2[C:46]2C(OC)=CC=CC=2OC)CCCCC1, predict the reaction product. The product is: [CH3:23][C:18]([CH3:17])=[CH:19][C:2]1[C:14]([NH2:15])=[C:13]([CH:40]=[C:41]([CH3:46])[CH3:42])[C:5]2[O:6][C:7]3[CH:12]=[CH:11][CH:10]=[CH:9][C:8]=3[C:4]=2[CH:3]=1. (5) Given the reactants [CH2:1]([NH2:3])[CH3:2].C1COCC1.Cl[C:10]1[CH:23]=[CH:22][C:13]([C:14]([NH:16][CH2:17][CH2:18][N:19]([CH3:21])[CH3:20])=[O:15])=[CH:12][C:11]=1[N+:24]([O-:26])=[O:25], predict the reaction product. The product is: [CH3:20][N:19]([CH3:21])[CH2:18][CH2:17][NH:16][C:14](=[O:15])[C:13]1[CH:22]=[CH:23][C:10]([NH:3][CH2:1][CH3:2])=[C:11]([N+:24]([O-:26])=[O:25])[CH:12]=1. (6) Given the reactants C[O:2][C:3]([C:5]1[CH:15]=[CH:14][C:8]2[O:9][C:10]([F:13])([F:12])[O:11][C:7]=2[CH:6]=1)=O.[F:12][C:10]1([F:13])[O:9][C:8]2[CH:14]=[CH:15][C:5]([CH2:3][OH:2])=[CH:6][C:7]=2[O:11]1.[H-].[Al+3].[Li+].[H-].[H-].[H-].O.[OH-].[Na+], predict the reaction product. The product is: [F:13][C:10]1([F:12])[O:9][C:8]2[CH:14]=[CH:15][C:5]([CH2:3][OH:2])=[CH:6][C:7]=2[O:11]1.